This data is from Full USPTO retrosynthesis dataset with 1.9M reactions from patents (1976-2016). The task is: Predict the reactants needed to synthesize the given product. (1) Given the product [CH3:33][C:8]1[CH:9]=[C:10]([O:13][CH:14]([C:16]2[C:17]([CH3:32])=[N:18][C:19]([C:22]3[CH:23]=[CH:24][C:25]([C:28]([F:31])([F:30])[F:29])=[CH:26][CH:27]=3)=[CH:20][CH:21]=2)[CH3:15])[CH:11]=[CH:12][C:7]=1[O:6][CH2:5][C:4]([OH:34])=[O:3], predict the reactants needed to synthesize it. The reactants are: C([O:3][C:4](=[O:34])[CH2:5][O:6][C:7]1[CH:12]=[CH:11][C:10]([O:13][CH:14]([C:16]2[C:17]([CH3:32])=[N:18][C:19]([C:22]3[CH:27]=[CH:26][C:25]([C:28]([F:31])([F:30])[F:29])=[CH:24][CH:23]=3)=[CH:20][CH:21]=2)[CH3:15])=[CH:9][C:8]=1[CH3:33])C.ClC(C1C(C)=NC(C2C=CC(C(F)(F)F)=CC=2)=CC=1)C.ClC(C1C(C)=NC(C2C=CC(C(F)(F)F)=CC=2)=CC=1)CC. (2) Given the product [CH3:34][N:19]1[CH2:20][CH2:16][C:13]2([CH2:14][C:15]3[N:7]([CH2:6][O:5][CH2:4][CH2:3][Si:2]([CH3:1])([CH3:32])[CH3:33])[N:8]=[C:9]([C:29]([OH:31])=[O:30])[C:10]=3[CH2:11][CH2:12]2)[C:21]1=[O:22], predict the reactants needed to synthesize it. The reactants are: [CH3:1][Si:2]([CH3:33])([CH3:32])[CH2:3][CH2:4][O:5][CH2:6][N:7]1[C:15]2[CH2:14][CH:13]([C:16]3C=N[N:19]([CH2:21][O:22]CC[Si](C)(C)C)[CH:20]=3)[CH2:12][CH2:11][C:10]=2[C:9]([C:29]([OH:31])=[O:30])=[N:8]1.[CH3:34]N1C(=O)C2(CCC(=O)CC2)CC1. (3) Given the product [O:20]1[CH:24]=[CH:23][C:22]([CH2:25][N:4]2[CH2:3][CH2:2][N:1]([C:7]3[CH:8]=[CH:9][C:10]4[N:11]([C:13]([C:16]([F:17])([F:18])[F:19])=[N:14][N:15]=4)[N:12]=3)[CH2:6][CH2:5]2)=[CH:21]1, predict the reactants needed to synthesize it. The reactants are: [N:1]1([C:7]2[CH:8]=[CH:9][C:10]3[N:11]([C:13]([C:16]([F:19])([F:18])[F:17])=[N:14][N:15]=3)[N:12]=2)[CH2:6][CH2:5][NH:4][CH2:3][CH2:2]1.[O:20]1[CH:24]=[CH:23][C:22]([CH:25]=O)=[CH:21]1. (4) Given the product [ClH:44].[C:29]1([C:26]2[CH:27]=[CH:28][C:23]([CH2:22][O:21][C:17]3[CH:16]=[C:15]4[C:20](=[CH:19][CH:18]=3)[N:12]([C:10](=[O:11])[CH2:9][NH:8][CH2:39][CH2:40][C:41]([OH:43])=[O:42])[CH2:13][CH2:14]4)=[CH:24][C:25]=2[C:35]([F:38])([F:36])[F:37])[CH2:34][CH2:33][CH2:32][CH2:31][CH:30]=1, predict the reactants needed to synthesize it. The reactants are: C(OC([N:8]([CH2:39][CH2:40][C:41]([OH:43])=[O:42])[CH2:9][C:10]([N:12]1[C:20]2[C:15](=[CH:16][C:17]([O:21][CH2:22][C:23]3[CH:28]=[CH:27][C:26]([C:29]4[CH2:34][CH2:33][CH2:32][CH2:31][CH:30]=4)=[C:25]([C:35]([F:38])([F:37])[F:36])[CH:24]=3)=[CH:18][CH:19]=2)[CH2:14][CH2:13]1)=[O:11])=O)(C)(C)C.[ClH:44].O1CCOCC1. (5) Given the product [N+:8]([C:3]1[CH:4]=[CH:5][CH:6]=[CH:7][C:2]=1[CH:11]([OH:18])[CH2:12][CH2:13][CH2:14][CH2:15][CH2:16][CH3:17])([O-:10])=[O:9], predict the reactants needed to synthesize it. The reactants are: I[C:2]1[CH:7]=[CH:6][CH:5]=[CH:4][C:3]=1[N+:8]([O-:10])=[O:9].[CH:11](=[O:18])[CH2:12][CH2:13][CH2:14][CH2:15][CH2:16][CH3:17]. (6) Given the product [F:1][C:2]1[CH:3]=[C:4]([C:12]2[CH2:16][CH:15]([CH2:17][NH:18][C:19](=[O:21])[CH3:20])[O:14][N:13]=2)[CH:5]=[CH:6][C:7]=1[C:33]1[CH:32]=[CH:31][C:30]([N:26]2[CH2:25][C@H:24]([CH2:23][OH:22])[O:28][C:27]2=[O:29])=[CH:35][CH:34]=1, predict the reactants needed to synthesize it. The reactants are: [F:1][C:2]1[CH:3]=[C:4]([C:12]2[CH2:16][CH:15]([CH2:17][NH:18][C:19](=[O:21])[CH3:20])[O:14][N:13]=2)[CH:5]=[CH:6][C:7]=1[Sn](C)(C)C.[OH:22][CH2:23][C@H:24]1[O:28][C:27](=[O:29])[N:26]([C:30]2[CH:35]=[CH:34][C:33](I)=[CH:32][CH:31]=2)[CH2:25]1.